Dataset: Full USPTO retrosynthesis dataset with 1.9M reactions from patents (1976-2016). Task: Predict the reactants needed to synthesize the given product. Given the product [Cl:1][C:2]1[CH:7]=[CH:6][C:5]([S:8]([NH:22][C@H:19]([C:16]2[CH:15]=[CH:14][C:13]([F:12])=[CH:18][CH:17]=2)[CH2:20][CH3:21])(=[O:10])=[O:9])=[CH:4][CH:3]=1, predict the reactants needed to synthesize it. The reactants are: [Cl:1][C:2]1[CH:7]=[CH:6][C:5]([S:8](Cl)(=[O:10])=[O:9])=[CH:4][CH:3]=1.[F:12][C:13]1[CH:18]=[CH:17][C:16]([C@@H:19]([NH2:22])[CH2:20][CH3:21])=[CH:15][CH:14]=1.